This data is from Reaction yield outcomes from USPTO patents with 853,638 reactions. The task is: Predict the reaction yield, written as a fraction of the theoretical maximum amount of product (1.0 means a 100% yield; for example, 0.34 means a 34% yield). (1) The reactants are Cl.C(OC([NH:9][CH2:10][C:11]1[CH:16]=[CH:15][C:14]([NH:17][C:18]([C@@H:20]2[CH2:22][C@H:21]2[CH3:23])=[O:19])=[CH:13][CH:12]=1)=O)(C)(C)C.C(OCC)C. The catalyst is O1CCOCC1. The product is [CH3:23][C@@H:21]1[CH2:22][C@H:20]1[C:18]([NH:17][C:14]1[CH:13]=[CH:12][C:11]([CH2:10][NH2:9])=[CH:16][CH:15]=1)=[O:19]. The yield is 0.810. (2) The reactants are Br[C:2]1[CH:3]=[C:4]2[C:8](=[C:9]([Cl:11])[CH:10]=1)[NH:7][N:6]=[C:5]2[CH2:12][CH3:13].[C:14](=O)([O-:16])[O-:15].[Na+].[Na+]. The catalyst is O1CCOCC1.O.CC1C(P(C2C([CH2-])=CC=CC=2)C2C(C)=CC=CC=2)=CC=CC=1.CC1C(P(C2C([CH2-])=CC=CC=2)C2C(C)=CC=CC=2)=CC=CC=1.CC(O)=O.CC(O)=O.[Pd].[Pd].[C-]#[O+].[C-]#[O+].[C-]#[O+].[C-]#[O+].[C-]#[O+].[C-]#[O+].[Mo]. The product is [Cl:11][C:9]1[CH:10]=[C:2]([C:14]([OH:16])=[O:15])[CH:3]=[C:4]2[C:8]=1[NH:7][N:6]=[C:5]2[CH2:12][CH3:13]. The yield is 0.864. (3) The reactants are O.[OH-].[Li+].C[O:5][C:6]([C:8]1[N:12]=[C:11]([C:13]2[CH:18]=[CH:17][C:16]([C:19]#[N:20])=[CH:15][N:14]=2)[N:10]([C:21]2[CH:22]=[N:23][C:24]([O:27][CH3:28])=[CH:25][CH:26]=2)[N:9]=1)=[O:7].Cl. The catalyst is O1CCCC1.O. The product is [C:19]([C:16]1[CH:17]=[CH:18][C:13]([C:11]2[N:10]([C:21]3[CH:22]=[N:23][C:24]([O:27][CH3:28])=[CH:25][CH:26]=3)[N:9]=[C:8]([C:6]([OH:7])=[O:5])[N:12]=2)=[N:14][CH:15]=1)#[N:20]. The yield is 0.950.